Dataset: Forward reaction prediction with 1.9M reactions from USPTO patents (1976-2016). Task: Predict the product of the given reaction. (1) Given the reactants [C:1]([O:5][C:6]([N:8]1[CH2:12][CH:11]([CH:13]=O)[CH2:10][CH:9]1[CH:15]=O)=[O:7])([CH3:4])([CH3:3])[CH3:2].[CH2:17]([NH2:24])[C:18]1[CH:23]=[CH:22][CH:21]=[CH:20][CH:19]=1.[BH3-]C#N.[Na+], predict the reaction product. The product is: [C:1]([O:5][C:6]([N:8]1[CH2:12][CH:11]2[CH2:10][CH:9]1[CH2:15][N:24]([CH2:17][C:18]1[CH:23]=[CH:22][CH:21]=[CH:20][CH:19]=1)[CH2:13]2)=[O:7])([CH3:4])([CH3:3])[CH3:2]. (2) Given the reactants C(NC1C=CC(C2C=C3C(CN([C@@H](C(C)C)C(OC)=O)C3=O)=CC=2)=CC=1)(=O)C1C=CC=CC=1.[NH2:34][C:35]1[CH:40]=[CH:39][C:38]([C:41]2[CH:49]=[C:48]3[C:44]([CH2:45][N:46]([C@@H:51]([CH:56]([CH3:58])[CH3:57])[C:52]([O:54][CH3:55])=[O:53])[C:47]3=[O:50])=[CH:43][CH:42]=2)=[CH:37][CH:36]=1.[F:59][C:60]1[CH:68]=[C:67]([C:69]([F:72])([F:71])[F:70])[CH:66]=[CH:65][C:61]=1[C:62](Cl)=[O:63], predict the reaction product. The product is: [F:59][C:60]1[CH:68]=[C:67]([C:69]([F:70])([F:71])[F:72])[CH:66]=[CH:65][C:61]=1[C:62]([NH:34][C:35]1[CH:36]=[CH:37][C:38]([C:41]2[CH:49]=[C:48]3[C:44]([CH2:45][N:46]([C@@H:51]([CH:56]([CH3:58])[CH3:57])[C:52]([O:54][CH3:55])=[O:53])[C:47]3=[O:50])=[CH:43][CH:42]=2)=[CH:39][CH:40]=1)=[O:63]. (3) The product is: [CH2:14]([N:21]([CH2:2][C:3]([CH2:4][O:5][Si:6]([C:9]([CH3:12])([CH3:11])[CH3:10])([CH3:8])[CH3:7])=[CH2:13])[CH2:22][C:23]#[N:24])[C:15]1[CH:20]=[CH:19][CH:18]=[CH:17][CH:16]=1. Given the reactants Br[CH2:2][C:3](=[CH2:13])[CH2:4][O:5][Si:6]([C:9]([CH3:12])([CH3:11])[CH3:10])([CH3:8])[CH3:7].[CH2:14]([NH:21][CH2:22][C:23]#[N:24])[C:15]1[CH:20]=[CH:19][CH:18]=[CH:17][CH:16]=1, predict the reaction product. (4) Given the reactants [N+:1]([O-:4])(O)=[O:2].S(=O)(=O)(O)O.[F:10][C:11]([F:24])([F:23])[C:12]1[CH:17]=[CH:16][C:15]([C:18]([F:21])([F:20])[F:19])=[CH:14][C:13]=1[NH2:22].[OH-].[Na+], predict the reaction product. The product is: [N+:1]([C:14]1[C:15]([C:18]([F:19])([F:20])[F:21])=[CH:16][CH:17]=[C:12]([C:11]([F:10])([F:23])[F:24])[C:13]=1[NH2:22])([O-:4])=[O:2]. (5) Given the reactants COC1C=CC(C[O:10][CH2:11][CH2:12][C:13]2[C:14]([CH3:29])=[N:15][C:16]3[CH2:17][CH2:18][CH2:19][CH2:20][C:21]=3[C:22]=2[C:23]2[CH:28]=[CH:27][CH:26]=[CH:25][CH:24]=2)=CC=1.FC(F)(F)C(O)=O.C(=O)([O-])O.[Na+], predict the reaction product. The product is: [CH3:29][C:14]1[C:13]([CH2:12][CH2:11][OH:10])=[C:22]([C:23]2[CH:24]=[CH:25][CH:26]=[CH:27][CH:28]=2)[C:21]2[CH2:20][CH2:19][CH2:18][CH2:17][C:16]=2[N:15]=1. (6) Given the reactants [C:1]1([C:7]2[CH:8]=[C:9]3[C:13](=[C:14]([C:16]([NH2:18])=[O:17])[CH:15]=2)[NH:12][CH:11]=[CH:10]3)[CH:6]=[CH:5][CH:4]=[CH:3][CH:2]=1.[I:19]N1C(=O)CCC1=O, predict the reaction product. The product is: [I:19][C:10]1[C:9]2[C:13](=[C:14]([C:16]([NH2:18])=[O:17])[CH:15]=[C:7]([C:1]3[CH:6]=[CH:5][CH:4]=[CH:3][CH:2]=3)[CH:8]=2)[NH:12][CH:11]=1. (7) Given the reactants Cl[C:2]1[CH:11]=[CH:10][C:9]2[C:4](=[C:5]([C:12]3[NH:20][C:19]4[CH2:18][CH2:17][NH:16][C:15](=[O:21])[C:14]=4[CH:13]=3)[CH:6]=[CH:7][CH:8]=2)[N:3]=1.[Br-].[CH2:23]([Zn+])[C:24]1[CH:29]=[CH:28][CH:27]=[CH:26][CH:25]=1, predict the reaction product. The product is: [CH2:23]([C:2]1[CH:11]=[CH:10][C:9]2[C:4](=[C:5]([C:12]3[NH:20][C:19]4[CH2:18][CH2:17][NH:16][C:15](=[O:21])[C:14]=4[CH:13]=3)[CH:6]=[CH:7][CH:8]=2)[N:3]=1)[C:24]1[CH:29]=[CH:28][CH:27]=[CH:26][CH:25]=1. (8) Given the reactants C[N:2]([CH3:23])[CH:3]=[C:4]([C:10](=[O:22])[C:11]1[CH:16]=[C:15]([F:17])[C:14]([F:18])=[C:13]([O:19][CH3:20])[C:12]=1[F:21])[C:5]([O:7][CH2:8][CH3:9])=[O:6].C1(C)C=CC(S(O)(=O)=O)=CC=1.[F:35][C@H:36]1C[C@H:37]1N.C(N(CC)CC)C.O, predict the reaction product. The product is: [F:35][C@H:36]1[CH2:37][C@H:23]1[NH:2][CH:3]=[C:4]([C:10](=[O:22])[C:11]1[CH:16]=[C:15]([F:17])[C:14]([F:18])=[C:13]([O:19][CH3:20])[C:12]=1[F:21])[C:5]([O:7][CH2:8][CH3:9])=[O:6]. (9) Given the reactants [CH2:1]([O:3][CH:4]([S:47][CH2:48][CH3:49])[C@@H:5]1[CH2:9][CH2:8][CH2:7][N:6]1[C:10](=[O:46])[C:11]1[CH:16]=[C:15]([O:17][CH3:18])[C:14]([O:19][CH2:20][CH2:21][CH2:22][CH2:23][CH2:24][O:25][C:26]2[C:40]([O:41][CH3:42])=[CH:39][C:29]3[C:30](=[O:38])[N:31]4[CH2:37][CH2:36][CH2:35][C@H:32]4[CH2:33][NH:34][C:28]=3[CH:27]=2)=[CH:13][C:12]=1[N+:43]([O-])=O)[CH3:2].CO.Cl[Sn]Cl.C([O-])(O)=O.[Na+], predict the reaction product. The product is: [CH2:1]([O:3][CH:4]([S:47][CH2:48][CH3:49])[C@@H:5]1[CH2:9][CH2:8][CH2:7][N:6]1[C:10](=[O:46])[C:11]1[CH:16]=[C:15]([O:17][CH3:18])[C:14]([O:19][CH2:20][CH2:21][CH2:22][CH2:23][CH2:24][O:25][C:26]2[C:40]([O:41][CH3:42])=[CH:39][C:29]3[C:30](=[O:38])[N:31]4[CH2:37][CH2:36][CH2:35][C@H:32]4[CH2:33][NH:34][C:28]=3[CH:27]=2)=[CH:13][C:12]=1[NH2:43])[CH3:2]. (10) Given the reactants [CH2:1]([NH:8][C:9]([C:11]1[S:15][C:14]([NH:16][C:17]2[CH:22]=[C:21]([C:23](=[O:28])[NH:24][CH:25]3[CH2:27][CH2:26]3)[CH:20]=[CH:19][C:18]=2[CH3:29])=[N:13][C:12]=1Br)=[O:10])[C:2]1[CH:7]=[CH:6][CH:5]=[CH:4][CH:3]=1.[CH3:31][C:32]1[CH:33]=[C:34](B(O)O)[CH:35]=[CH:36][C:37]=1[F:38].C([O-])([O-])=O.[K+].[K+], predict the reaction product. The product is: [CH2:1]([NH:8][C:9]([C:11]1[S:15][C:14]([NH:16][C:17]2[CH:22]=[C:21]([C:23](=[O:28])[NH:24][CH:25]3[CH2:27][CH2:26]3)[CH:20]=[CH:19][C:18]=2[CH3:29])=[N:13][C:12]=1[C:34]1[CH:35]=[CH:36][C:37]([F:38])=[C:32]([CH3:31])[CH:33]=1)=[O:10])[C:2]1[CH:7]=[CH:6][CH:5]=[CH:4][CH:3]=1.